Dataset: Reaction yield outcomes from USPTO patents with 853,638 reactions. Task: Predict the reaction yield, written as a fraction of the theoretical maximum amount of product (1.0 means a 100% yield; for example, 0.34 means a 34% yield). (1) The reactants are Br[C:2]1[CH:3]=[N:4][C:5]([C:8]2[CH:13]=[CH:12][CH:11]=[CH:10][CH:9]=2)=[CH:6][CH:7]=1.C([Li])CCC.[C:19]1([Ge:25](Cl)([C:32]2[CH:37]=[CH:36][CH:35]=[CH:34][CH:33]=2)[C:26]2[CH:31]=[CH:30][CH:29]=[CH:28][CH:27]=2)[CH:24]=[CH:23][CH:22]=[CH:21][CH:20]=1.O. The catalyst is O1CCCC1. The product is [C:32]1([Ge:25]([C:19]2[CH:20]=[CH:21][CH:22]=[CH:23][CH:24]=2)([C:26]2[CH:31]=[CH:30][CH:29]=[CH:28][CH:27]=2)[C:2]2[CH:3]=[N:4][C:5]([C:8]3[CH:13]=[CH:12][CH:11]=[CH:10][CH:9]=3)=[CH:6][CH:7]=2)[CH:33]=[CH:34][CH:35]=[CH:36][CH:37]=1. The yield is 0.310. (2) The product is [CH3:19][N:18]([CH3:20])[C:16]([C:6]1[C:5]2[C:9](=[CH:10][C:2]([Cl:1])=[CH:3][CH:4]=2)[N:8]([CH2:11][C:12]#[N:13])[CH:7]=1)=[O:21]. The catalyst is C(#N)C. The reactants are [Cl:1][C:2]1[CH:10]=[C:9]2[C:5]([CH:6]=[CH:7][N:8]2[CH2:11][C:12]#[N:13])=[CH:4][CH:3]=1.[Cl-].Cl[C:16](=[N+:18]([CH3:20])[CH3:19])Cl.[OH2:21]. The yield is 0.460.